From a dataset of Forward reaction prediction with 1.9M reactions from USPTO patents (1976-2016). Predict the product of the given reaction. (1) Given the reactants [CH3:1][N:2]1[C:10]2[CH:9]=[C:8]3[O:11][CH2:12][CH2:13][O:14][C:7]3=[CH:6][C:5]=2[CH2:4][C:3]1=[O:15].[H-].[Na+].F[C:19]1[CH:24]=[CH:23][CH:22]=[CH:21][C:20]=1[N+:25]([O-:27])=[O:26].Cl, predict the reaction product. The product is: [CH3:1][N:2]1[C:10]2[CH:9]=[C:8]3[O:11][CH2:12][CH2:13][O:14][C:7]3=[CH:6][C:5]=2[CH:4]([C:19]2[CH:24]=[CH:23][CH:22]=[CH:21][C:20]=2[N+:25]([O-:27])=[O:26])[C:3]1=[O:15]. (2) Given the reactants [O:1]1[CH2:6][CH2:5][CH2:4][CH2:3][CH:2]1[O:7][CH2:8][CH2:9][O:10][CH:11]1[CH2:14][N:13]([C:15]2[CH:20]=[CH:19][C:18]([OH:21])=[CH:17][CH:16]=2)[CH2:12]1.[C:22]([C:25]1[CH:32]=[CH:31][C:28]([C:29]#[N:30])=[C:27](F)[CH:26]=1)(=[O:24])[CH3:23], predict the reaction product. The product is: [C:22]([C:25]1[CH:32]=[CH:31][C:28]([C:29]#[N:30])=[C:27]([O:21][C:18]2[CH:17]=[CH:16][C:15]([N:13]3[CH2:14][CH:11]([O:10][CH2:9][CH2:8][O:7][CH:2]4[CH2:3][CH2:4][CH2:5][CH2:6][O:1]4)[CH2:12]3)=[CH:20][CH:19]=2)[CH:26]=1)(=[O:24])[CH3:23].